Dataset: Forward reaction prediction with 1.9M reactions from USPTO patents (1976-2016). Task: Predict the product of the given reaction. The product is: [CH3:11][C:10]1[CH:7]=[C:2]2[N:1]([CH:9]=1)[CH:6]=[CH:5][CH:4]=[CH:3]2. Given the reactants [N:1]1[CH:6]=[CH:5][CH:4]=[CH:3][C:2]=1[CH3:7].Cl[CH2:9][C:10](=O)[CH3:11].C(Cl)(Cl)Cl.O.C(=O)(O)[O-].[Na+], predict the reaction product.